Task: Predict the product of the given reaction.. Dataset: Forward reaction prediction with 1.9M reactions from USPTO patents (1976-2016) (1) Given the reactants [N:1]1([C@H:6]2[CH2:10][CH2:9][CH2:8][C@H:7]2[NH2:11])[CH2:5][CH2:4][CH2:3][CH2:2]1.[CH3:12][C:13]1[CH:21]=[C:20]([C:22]([F:25])([F:24])[F:23])[CH:19]=[CH:18][C:14]=1[C:15](O)=[O:16], predict the reaction product. The product is: [CH3:12][C:13]1[CH:21]=[C:20]([C:22]([F:23])([F:24])[F:25])[CH:19]=[CH:18][C:14]=1[C:15]([NH:11][C@@H:7]1[CH2:8][CH2:9][CH2:10][C@@H:6]1[N:1]1[CH2:2][CH2:3][CH2:4][CH2:5]1)=[O:16]. (2) Given the reactants [NH2:1][CH2:2][C:3]([CH3:28])([CH3:27])[CH2:4][N:5]1[C:9]2[CH:10]=[CH:11][CH:12]=[CH:13][C:8]=2[N:7]=[C:6]1[CH2:14][N:15]([CH3:26])[CH:16]1[C:25]2[N:24]=[CH:23][CH:22]=[CH:21][C:20]=2[CH2:19][CH2:18][CH2:17]1.CN(CC1N(CCCN/[C:51](/[NH:60][C:61](=[O:67])[O:62][C:63]([CH3:66])([CH3:65])[CH3:64])=[N:52]\[C:53](=[O:59])[O:54][C:55]([CH3:58])([CH3:57])[CH3:56])C2C=CC=CC=2N=1)C1C2N=CC=CC=2CCC1, predict the reaction product. The product is: [CH3:27][C:3]([CH3:28])([CH2:4][N:5]1[C:9]2[CH:10]=[CH:11][CH:12]=[CH:13][C:8]=2[N:7]=[C:6]1[CH2:14][N:15]([CH3:26])[CH:16]1[C:25]2[N:24]=[CH:23][CH:22]=[CH:21][C:20]=2[CH2:19][CH2:18][CH2:17]1)[CH2:2][NH:1]/[C:51](/[NH:60][C:61](=[O:67])[O:62][C:63]([CH3:66])([CH3:65])[CH3:64])=[N:52]/[C:53](=[O:59])[O:54][C:55]([CH3:58])([CH3:57])[CH3:56]. (3) Given the reactants [OH-].[Na+].Cl.[CH2:4]([N+](CC)(CC)CC)[C:5]1C=CC=CC=1.[CH:18]1([C:21]2[N:22]=[C:23]([CH2:26][C:27]#[N:28])[S:24][CH:25]=2)[CH2:20][CH2:19]1.BrCCBr, predict the reaction product. The product is: [CH:18]1([C:21]2[N:22]=[C:23]([C:26]3([C:27]#[N:28])[CH2:5][CH2:4]3)[S:24][CH:25]=2)[CH2:20][CH2:19]1. (4) Given the reactants N(OC(C)(C)C)=O.[CH3:8][C:9]1[C:15]([CH3:16])=[CH:14][CH:13]=[CH:12][C:10]=1N.[CH3:17][S:18]SC, predict the reaction product. The product is: [CH3:8][C:9]1[C:15]([CH3:16])=[CH:14][CH:13]=[CH:12][C:10]=1[S:18][CH3:17]. (5) Given the reactants [Cl:1][C:2]1[CH:3]=[C:4]([C:9]2[CH:18]=[C:17]([C:19](O)=[O:20])[C:16]3[C:11](=[CH:12][CH:13]=[CH:14][CH:15]=3)[N:10]=2)[CH:5]=[CH:6][C:7]=1[Cl:8].[F:22][C:23]1[CH:24]=[CH:25][C:26]([NH2:29])=[N:27][CH:28]=1.C(N(CC)CC)C.CCCP1(OP(CCC)(=O)OP(CCC)(=O)O1)=O, predict the reaction product. The product is: [F:22][C:23]1[CH:24]=[CH:25][C:26]([NH:29][C:19]([C:17]2[C:16]3[C:11](=[CH:12][CH:13]=[CH:14][CH:15]=3)[N:10]=[C:9]([C:4]3[CH:5]=[CH:6][C:7]([Cl:8])=[C:2]([Cl:1])[CH:3]=3)[CH:18]=2)=[O:20])=[N:27][CH:28]=1. (6) Given the reactants Br[C:2]1[CH:3]=[CH:4][C:5]2[C:6]3[CH2:15][N:14]([C:16]([O:18][C:19]([CH3:22])([CH3:21])[CH3:20])=[O:17])[CH2:13][CH2:12][C:7]=3[N:8]([CH3:11])[C:9]=2[CH:10]=1.[Cl:23][C:24]1[CH:29]=[C:28]([Cl:30])[CH:27]=[CH:26][C:25]=1[C:31]1[CH:36]=[CH:35][NH:34][C:33](=[O:37])[CH:32]=1, predict the reaction product. The product is: [Cl:23][C:24]1[CH:29]=[C:28]([Cl:30])[CH:27]=[CH:26][C:25]=1[C:31]1[CH:36]=[CH:35][N:34]([C:2]2[CH:3]=[CH:4][C:5]3[C:6]4[CH2:15][N:14]([C:16]([O:18][C:19]([CH3:22])([CH3:21])[CH3:20])=[O:17])[CH2:13][CH2:12][C:7]=4[N:8]([CH3:11])[C:9]=3[CH:10]=2)[C:33](=[O:37])[CH:32]=1.